Dataset: Forward reaction prediction with 1.9M reactions from USPTO patents (1976-2016). Task: Predict the product of the given reaction. (1) Given the reactants [NH2:1][CH2:2][CH2:3][CH2:4][CH2:5][CH2:6][CH2:7][O:8][C:9]1[CH:18]=[CH:17][C:16]2[N:15]=[C:14]([NH2:19])[C:13]3[N:20]=[C:21]([CH2:26][O:27][CH2:28][CH3:29])[N:22]([CH2:23][CH2:24][CH3:25])[C:12]=3[C:11]=2[CH:10]=1.NC1C2N=C(COCC)N(CCC)C=2C2C=C(OCCCCCC[N:58]([CH:62]([CH3:64])[CH3:63])[C:59](N)=[O:60])C=CC=2N=1, predict the reaction product. The product is: [NH2:19][C:14]1[C:13]2[N:20]=[C:21]([CH2:26][O:27][CH2:28][CH3:29])[N:22]([CH2:23][CH2:24][CH3:25])[C:12]=2[C:11]2[CH:10]=[C:9]([O:8][CH2:7][CH2:6][CH2:5][CH2:4][CH2:3][CH2:2][NH:1][C:59]([NH:58][CH:62]([CH3:64])[CH3:63])=[O:60])[CH:18]=[CH:17][C:16]=2[N:15]=1. (2) Given the reactants [Br:1][C:2]1[CH:3]=[CH:4][C:5]([N:8]2[CH:12]=[C:11]([CH:13]=[N:14]O)[N:10]=[CH:9]2)=[N:6][CH:7]=1, predict the reaction product. The product is: [Br:1][C:2]1[CH:3]=[CH:4][C:5]([N:8]2[CH:12]=[C:11]([C:13]#[N:14])[N:10]=[CH:9]2)=[N:6][CH:7]=1. (3) Given the reactants [CH2:1]([O:8][C:9]1[CH:38]=[CH:37][C:12]([O:13][C:14]2[CH:22]=[CH:21][C:17]([C:18](Cl)=[O:19])=[CH:16][C:15]=2[NH:23][C:24]2[C:25]3[CH:33]=[CH:32][C:31]([CH:34]([CH3:36])[CH3:35])=[N:30][C:26]=3[N:27]=[CH:28][N:29]=2)=[CH:11][CH:10]=1)[C:2]1[CH:7]=[CH:6][CH:5]=[CH:4][CH:3]=1.[NH2:39][C:40]1[CH:41]=[C:42]([CH:46]=[CH:47][CH:48]=1)[C:43]([NH2:45])=[O:44], predict the reaction product. The product is: [CH2:1]([O:8][C:9]1[CH:38]=[CH:37][C:12]([O:13][C:14]2[CH:22]=[CH:21][C:17]([C:18]([NH:39][C:40]3[CH:48]=[CH:47][CH:46]=[C:42]([C:43](=[O:44])[NH2:45])[CH:41]=3)=[O:19])=[CH:16][C:15]=2[NH:23][C:24]2[C:25]3[CH:33]=[CH:32][C:31]([CH:34]([CH3:36])[CH3:35])=[N:30][C:26]=3[N:27]=[CH:28][N:29]=2)=[CH:11][CH:10]=1)[C:2]1[CH:7]=[CH:6][CH:5]=[CH:4][CH:3]=1. (4) Given the reactants FC(F)(F)C1C=C(NC(=O)NC2C=CC(C3SC(CCC(OC)=O)=NC=3)=CC=2)C=CC=1.[NH2:32][C:33]1[CH:38]=[CH:37][C:36]([C:39]2[S:43][C:42]([CH:44]3[CH2:49][CH2:48][CH:47]([C:50]([O:52][CH3:53])=[O:51])[CH2:46][CH2:45]3)=[N:41][CH:40]=2)=[CH:35][CH:34]=1.[N:54]([C:57]1[C:62]([C:63]([F:66])([F:65])[F:64])=[CH:61][CH:60]=[CH:59][C:58]=1[F:67])=[C:55]=[O:56], predict the reaction product. The product is: [F:67][C:58]1[CH:59]=[CH:60][CH:61]=[C:62]([C:63]([F:66])([F:65])[F:64])[C:57]=1[NH:54][C:55](=[O:56])[NH:32][C:33]1[CH:34]=[CH:35][C:36]([C:39]2[S:43][C:42]([CH:44]3[CH2:45][CH2:46][CH:47]([C:50]([O:52][CH3:53])=[O:51])[CH2:48][CH2:49]3)=[N:41][CH:40]=2)=[CH:37][CH:38]=1. (5) The product is: [Cl:28][C:23]1[CH:22]=[C:21]([C:15]2([C:17]([F:18])([F:20])[F:19])[O:14][N:13]=[C:12]([C:10]3[S:11][C:7]([CH:5]([NH2:2])[CH3:6])=[C:8]([CH3:29])[CH:9]=3)[CH2:16]2)[CH:26]=[C:25]([Cl:27])[CH:24]=1. Given the reactants O.[N:2]([CH:5]([C:7]1[S:11][C:10]([C:12]2[CH2:16][C:15]([C:21]3[CH:26]=[C:25]([Cl:27])[CH:24]=[C:23]([Cl:28])[CH:22]=3)([C:17]([F:20])([F:19])[F:18])[O:14][N:13]=2)=[CH:9][C:8]=1[CH3:29])[CH3:6])=[N+]=[N-].C1(P(C2C=CC=CC=2)C2C=CC=CC=2)C=CC=CC=1, predict the reaction product. (6) Given the reactants C([O:3][C:4]([C:6]1[CH:11]=[CH:10][C:9]([C:12]2[CH:17]=[CH:16][CH:15]=[C:14]([C:18]3[CH:23]=[C:22]([N:24]4[CH2:29][CH2:28][N:27]([CH3:30])[CH2:26][CH2:25]4)[CH:21]=[CH:20][N:19]=3)[CH:13]=2)=[CH:8][CH:7]=1)=[O:5])C.[Li+].[OH-], predict the reaction product. The product is: [CH3:30][N:27]1[CH2:28][CH2:29][N:24]([C:22]2[CH:21]=[CH:20][N:19]=[C:18]([C:14]3[CH:13]=[C:12]([C:9]4[CH:10]=[CH:11][C:6]([C:4]([OH:5])=[O:3])=[CH:7][CH:8]=4)[CH:17]=[CH:16][CH:15]=3)[CH:23]=2)[CH2:25][CH2:26]1. (7) Given the reactants [Cl:1][C:2]1[C:10]([O:11][CH3:12])=[CH:9][CH:8]=[C:7]([F:13])[C:3]=1C(O)=O.C(Cl)(C(Cl)=O)=O.[N-:20]=[N+]=[N-].[Na+], predict the reaction product. The product is: [Cl:1][C:2]1[C:10]([O:11][CH3:12])=[CH:9][CH:8]=[C:7]([F:13])[C:3]=1[NH2:20]. (8) Given the reactants [CH:1]1([N:6]2[CH2:12][C:11]([F:14])([F:13])[C:10](=[O:15])[N:9]([CH3:16])[C:8]3[CH:17]=[N:18][C:19]([NH:21][C:22]4[CH:30]=[CH:29][C:25]([C:26](O)=[O:27])=[CH:24][C:23]=4[CH3:31])=[N:20][C:7]2=3)[CH2:5][CH2:4][CH2:3][CH2:2]1.ON1C2C=CC=C[C:36]=2N=N1.F[P-](F)(F)(F)(F)F.CN([C:52](N(C)C)=[N+:53]1[C:57]2C=CC=C[C:56]=2[N+:55]([O-])=N1)C.C(N(C(C)C)CC)(C)C.NC1CCOCC1, predict the reaction product. The product is: [CH:1]1([N:6]2[CH2:12][C:11]([F:14])([F:13])[C:10](=[O:15])[N:9]([CH3:16])[C:8]3[CH:17]=[N:18][C:19]([NH:21][C:22]4[CH:30]=[CH:29][C:25]([C:26]([NH:55][CH2:56][CH2:57][N:53]([CH3:52])[CH3:36])=[O:27])=[CH:24][C:23]=4[CH3:31])=[N:20][C:7]2=3)[CH2:2][CH2:3][CH2:4][CH2:5]1. (9) Given the reactants O=[C:2]1[CH2:7][CH2:6][N:5]([C:8]2[CH:13]=[CH:12][C:11]([N:14]3[CH2:18][C@H:17]([CH2:19][NH:20][C:21](=[O:23])[CH3:22])[O:16][C:15]3=[O:24])=[CH:10][C:9]=2[F:25])[CH2:4][CH2:3]1.[C-:26]#[N:27].[Na+].[C:29]([C:31]1[CH:37]=[CH:36][CH:35]=[CH:34][C:32]=1[NH2:33])#[N:30], predict the reaction product. The product is: [C:29]([C:31]1[CH:37]=[CH:36][CH:35]=[CH:34][C:32]=1[NH:33][C:2]1([C:26]#[N:27])[CH2:3][CH2:4][N:5]([C:8]2[CH:13]=[CH:12][C:11]([N:14]3[CH2:18][C@H:17]([CH2:19][NH:20][C:21](=[O:23])[CH3:22])[O:16][C:15]3=[O:24])=[CH:10][C:9]=2[F:25])[CH2:6][CH2:7]1)#[N:30]. (10) The product is: [CH2:30]([N:3]([CH2:1][CH3:2])[C:4]1[N:9]=[C:8]([C:10]2[O:14][N:13]=[C:12]([C:15]3[CH:16]=[CH:17][C:18]([CH2:32][CH2:33][NH:34][S:42]([CH3:41])(=[O:44])=[O:43])=[CH:19][CH:20]=3)[N:11]=2)[CH:7]=[C:6]([CH3:29])[N:5]=1)[CH3:31]. Given the reactants [CH2:1]([N:3]([CH2:30][CH3:31])[C:4]1[N:9]=[C:8]([C:10]2[O:14][N:13]=[C:12]([C:15]3[CH:20]=[C:19](C)[C:18](OC[C@@H]4CO4)=[C:17](CC)[CH:16]=3)[N:11]=2)[CH:7]=[C:6]([CH3:29])[N:5]=1)[CH3:2].[CH3:32][CH2:33][N:34](C(C)C)C(C)C.[CH3:41][S:42](Cl)(=[O:44])=[O:43], predict the reaction product.